This data is from Full USPTO retrosynthesis dataset with 1.9M reactions from patents (1976-2016). The task is: Predict the reactants needed to synthesize the given product. (1) Given the product [CH2:1]([C-:4]1[CH:8]=[CH:7][CH:6]=[CH:5]1)[CH3:2].[C:9]([C-:11]1[CH:15]=[CH:14][CH:13]=[CH:12]1)#[CH:10].[Fe+2:16], predict the reactants needed to synthesize it. The reactants are: [C:1]([C-:4]1[CH:8]=[CH:7][CH:6]=[CH:5]1)(=O)[CH3:2].[CH2:9]([C-:11]1[CH:15]=[CH:14][CH:13]=[CH:12]1)[CH3:10].[Fe+2:16].[Li+].CC([N-]C(C)C)C.P(Cl)(OCC)(OCC)=O. (2) Given the product [Br:1][C:2]1[CH:3]=[C:4]([C:17]([NH:20][C:21]2[CH:26]=[CH:25][C:24]([I:27])=[CH:23][C:22]=2[F:28])=[CH:18][N:19]=1)[C:5]([NH:7][O:8][CH2:9][CH:10]([OH:11])[CH2:14][CH2:31][OH:32])=[O:6], predict the reactants needed to synthesize it. The reactants are: [Br:1][C:2]1[CH:3]=[C:4]([C:17]([NH:20][C:21]2[CH:26]=[CH:25][C:24]([I:27])=[CH:23][C:22]=2[F:28])=[CH:18][N:19]=1)[C:5]([NH:7][O:8][CH2:9][C@H:10]1[CH2:14]OC(C)(C)[O:11]1)=[O:6].FC(F)(F)[C:31](O)=[O:32].CCOC(C)=O. (3) Given the product [CH3:12][CH2:11][O:10][CH:7]([O:9][CH2:1][CH3:2])[CH:8]=[CH2:13], predict the reactants needed to synthesize it. The reactants are: [CH2:1]1CCCC[CH2:2]1.[C:7]([O:10][CH2:11][CH3:12])(=[O:9])[CH3:8].[CH:13](Cl)(Cl)Cl.